Dataset: NCI-60 drug combinations with 297,098 pairs across 59 cell lines. Task: Regression. Given two drug SMILES strings and cell line genomic features, predict the synergy score measuring deviation from expected non-interaction effect. Drug 1: CC1C(C(CC(O1)OC2CC(OC(C2O)C)OC3=CC4=CC5=C(C(=O)C(C(C5)C(C(=O)C(C(C)O)O)OC)OC6CC(C(C(O6)C)O)OC7CC(C(C(O7)C)O)OC8CC(C(C(O8)C)O)(C)O)C(=C4C(=C3C)O)O)O)O. Drug 2: C1=CC=C(C(=C1)C(C2=CC=C(C=C2)Cl)C(Cl)Cl)Cl. Cell line: T-47D. Synergy scores: CSS=30.2, Synergy_ZIP=6.32, Synergy_Bliss=1.68, Synergy_Loewe=-33.1, Synergy_HSA=-0.565.